From a dataset of Catalyst prediction with 721,799 reactions and 888 catalyst types from USPTO. Predict which catalyst facilitates the given reaction. (1) The catalyst class is: 2. Reactant: C(O)(C(F)(F)F)=O.[F:8][C:9]1[CH:14]=[CH:13][CH:12]=[CH:11][C:10]=1[C:15]1[N:23]([CH:24]2[CH2:29][CH2:28][N:27](C(OC(C)(C)C)=O)[CH2:26][CH2:25]2)[C:18]2=[N:19][CH:20]=[CH:21][CH:22]=[C:17]2[N:16]=1.C([O-])(O)=O.[Na+]. Product: [F:8][C:9]1[CH:14]=[CH:13][CH:12]=[CH:11][C:10]=1[C:15]1[N:23]([CH:24]2[CH2:29][CH2:28][NH:27][CH2:26][CH2:25]2)[C:18]2=[N:19][CH:20]=[CH:21][CH:22]=[C:17]2[N:16]=1. (2) Reactant: [N+:1]([C:4]1[CH:8]=[CH:7][NH:6][N:5]=1)([O-:3])=[O:2].[H-].[Na+].Cl[CH2:12][S:13][CH3:14]. Product: [CH3:12][S:13][CH2:14][N:6]1[CH:7]=[CH:8][C:4]([N+:1]([O-:3])=[O:2])=[N:5]1. The catalyst class is: 9. (3) Reactant: [C:1]([O:5][C:6](=[O:19])[NH:7][CH:8]1[CH2:17][CH2:16][C:15]2[C:10](=[CH:11][CH:12]=[C:13](Br)[CH:14]=2)[CH2:9]1)([CH3:4])([CH3:3])[CH3:2].C([Li])CCC.CN([CH:28]=[O:29])C. Product: [C:1]([O:5][C:6](=[O:19])[NH:7][CH:8]1[CH2:17][CH2:16][C:15]2[C:10](=[CH:11][CH:12]=[C:13]([CH:28]=[O:29])[CH:14]=2)[CH2:9]1)([CH3:4])([CH3:3])[CH3:2]. The catalyst class is: 1. (4) Reactant: C([Li])CCC.[CH3:6][N:7]1[CH:11]=[CH:10][N:9]=[CH:8]1.Cl[Si](CC)(CC)CC.[Cl:20][C:21]1[CH:26]=[CH:25][C:24]([C:27]([C:29]2[CH:30]=[C:31]3[C:36](=[CH:37][CH:38]=2)[N:35]2[CH:39]=[CH:40][N:41]=[C:34]2[CH:33]=[C:32]3[C:42]2[CH:47]=[CH:46][CH:45]=[CH:44][CH:43]=2)=[O:28])=[CH:23][CH:22]=1. Product: [Cl:20][C:21]1[CH:22]=[CH:23][C:24]([C:27]([C:11]2[N:7]([CH3:6])[CH:8]=[N:9][CH:10]=2)([C:29]2[CH:30]=[C:31]3[C:36](=[CH:37][CH:38]=2)[N:35]2[CH:39]=[CH:40][N:41]=[C:34]2[CH:33]=[C:32]3[C:42]2[CH:43]=[CH:44][CH:45]=[CH:46][CH:47]=2)[OH:28])=[CH:25][CH:26]=1. The catalyst class is: 20. (5) Reactant: [CH3:1][O:2][C@H:3]([C@@H:9]([CH3:28])[C@@H:10]([O:26][CH3:27])/[CH:11]=[CH:12]/[Sn:13]([CH2:22][CH2:23][CH2:24][CH3:25])([CH2:18][CH2:19][CH2:20][CH3:21])[CH2:14][CH2:15][CH2:16][CH3:17])[C@@H:4](C)[C:5](O)=O.C(N(C(C)C)CC)(C)C.CN(C(ON1N=NC2C=CC=NC1=2)=[N+](C)C)C.F[P-](F)(F)(F)(F)F.[I:62][C:63]1[CH:64]=[C:65]([CH:109]=[CH:110][CH:111]=1)[CH2:66][O:67][C:68]([C@@H:70]1[CH2:75][CH2:74][CH2:73][N:72]([C:76](=[O:108])[C@@H:77]([NH:93][C:94](=[O:107])[C@@H:95]([NH:99][C:100](OC(C)(C)C)=[O:101])[CH:96]([CH3:98])[CH3:97])[CH2:78][C:79]2[CH:84]=[CH:83][CH:82]=[C:81]([O:85][Si:86]([C:89]([CH3:92])([CH3:91])[CH3:90])([CH3:88])[CH3:87])[CH:80]=2)[NH:71]1)=[O:69]. Product: [I:62][C:63]1[CH:64]=[C:65]([CH:109]=[CH:110][CH:111]=1)[CH2:66][O:67][C:68]([C@@H:70]1[CH2:75][CH2:74][CH2:73][N:72]([C:76](=[O:108])[C@@H:77]([NH:93][C:94](=[O:107])[C@@H:95]([NH:99][C:100](=[O:101])[C@H:4]([CH3:5])[C@H:3]([O:2][CH3:1])[C@@H:9]([CH3:28])[C@@H:10]([O:26][CH3:27])/[CH:11]=[CH:12]/[Sn:13]([CH2:22][CH2:23][CH2:24][CH3:25])([CH2:14][CH2:15][CH2:16][CH3:17])[CH2:18][CH2:19][CH2:20][CH3:21])[CH:96]([CH3:98])[CH3:97])[CH2:78][C:79]2[CH:84]=[CH:83][CH:82]=[C:81]([O:85][Si:86]([C:89]([CH3:90])([CH3:91])[CH3:92])([CH3:88])[CH3:87])[CH:80]=2)[NH:71]1)=[O:69]. The catalyst class is: 3. (6) Reactant: [OH-].[Na+].[CH3:3][O:4][C:5]1[CH:6]=[C:7]([CH:12]=[C:13]([O:15][CH2:16][CH2:17][N:18]2[CH2:23][CH2:22][O:21][CH2:20][CH2:19]2)[CH:14]=1)[C:8]([O:10]C)=[O:9].[ClH:24]. Product: [ClH:24].[CH3:3][O:4][C:5]1[CH:6]=[C:7]([CH:12]=[C:13]([O:15][CH2:16][CH2:17][N:18]2[CH2:23][CH2:22][O:21][CH2:20][CH2:19]2)[CH:14]=1)[C:8]([OH:10])=[O:9]. The catalyst class is: 7. (7) Reactant: C1(P(C2C=CC=CC=2)C2C=CC=CC=2)C=CC=CC=1.C(Cl)(Cl)(Cl)[Cl:21].C1COCC1.[F:30][C:31]1[CH:40]=[CH:39][C:38]([O:41][CH2:42][CH2:43][CH3:44])=[C:37]2[C:32]=1[C:33](=[O:53])[C:34]([C:45]1[CH:50]=[CH:49][C:48]([O:51][CH3:52])=[CH:47][CH:46]=1)=[CH:35][NH:36]2.[C:54]([CH:57](O)[CH2:58][NH-:59])([OH:56])=[O:55]. Product: [F:30][C:31]1[CH:40]=[CH:39][C:38]([O:41][CH2:42][CH2:43][CH3:44])=[C:37]2[C:32]=1[C:33](=[O:53])[C:34]([C:45]1[CH:46]=[CH:47][C:48]([O:51][CH3:52])=[CH:49][CH:50]=1)=[CH:35][NH:36]2.[C:54]([CH:57]([Cl:21])[CH2:58][NH-:59])([OH:56])=[O:55]. The catalyst class is: 6.